The task is: Predict the product of the given reaction.. This data is from Forward reaction prediction with 1.9M reactions from USPTO patents (1976-2016). Given the reactants [C:1]1([C@@H:7]2[N:12]([S:13]([C:16]3[CH:21]=[CH:20][C:19]([CH3:22])=[CH:18][CH:17]=3)(=[O:15])=[O:14])[CH2:11][CH:10]3[C@@:8]2([C:23]([OH:25])=O)[CH2:9]3)[CH:6]=[CH:5][CH:4]=[CH:3][CH:2]=1.S(Cl)([Cl:28])=O, predict the reaction product. The product is: [C:1]1([C@@H:7]2[N:12]([S:13]([C:16]3[CH:21]=[CH:20][C:19]([CH3:22])=[CH:18][CH:17]=3)(=[O:15])=[O:14])[CH2:11][CH:10]3[C@@:8]2([C:23]([Cl:28])=[O:25])[CH2:9]3)[CH:6]=[CH:5][CH:4]=[CH:3][CH:2]=1.